Predict the reaction yield, written as a fraction of the theoretical maximum amount of product (1.0 means a 100% yield; for example, 0.34 means a 34% yield). From a dataset of Reaction yield outcomes from USPTO patents with 853,638 reactions. (1) The reactants are [Cl:1][C:2]1[CH:7]=[C:6]([Cl:8])[CH:5]=[C:4]([Cl:9])[CH:3]=1.[Li]CCCC.CN([CH:18]=[O:19])C. The catalyst is C1COCC1. The product is [Cl:1][C:2]1[CH:7]=[C:6]([Cl:8])[CH:5]=[C:4]([Cl:9])[C:3]=1[CH:18]=[O:19]. The yield is 0.930. (2) The reactants are [CH3:1][O:2][CH2:3][CH2:4][N:5]1[CH2:10][CH2:9][N:8]2[N:11]=[C:12]([NH2:14])[CH:13]=[C:7]2[CH2:6]1.Br[C:16]1[C:17](=[O:24])[N:18]([CH3:23])[CH:19]=[C:20]([Br:22])[CH:21]=1.C(=O)([O-])[O-].[Cs+].[Cs+].CC1(C)C2C(=C(P(C3C=CC=CC=3)C3C=CC=CC=3)C=CC=2)OC2C(P(C3C=CC=CC=3)C3C=CC=CC=3)=CC=CC1=2. The catalyst is C1C=CC(/C=C/C(/C=C/C2C=CC=CC=2)=O)=CC=1.C1C=CC(/C=C/C(/C=C/C2C=CC=CC=2)=O)=CC=1.C1C=CC(/C=C/C(/C=C/C2C=CC=CC=2)=O)=CC=1.[Pd].[Pd].O1CCOCC1. The product is [Br:22][C:20]1[CH:21]=[C:16]([NH:14][C:12]2[CH:13]=[C:7]3[CH2:6][N:5]([CH2:4][CH2:3][O:2][CH3:1])[CH2:10][CH2:9][N:8]3[N:11]=2)[C:17](=[O:24])[N:18]([CH3:23])[CH:19]=1. The yield is 0.650. (3) The reactants are C([O:3][P:4]([C:9]1[C:22]2=[C:23]3[C:24]4[C:19]([CH:20]=[CH:21]2)=[C:18]([P:25]([O:30]CC)(=[O:29])[O:26]CC)[CH:17]=[C:16]([P:33]([O:38]CC)(=[O:37])[O:34]CC)[C:15]=4[CH:14]=[CH:13][C:12]3=[C:11]([P:41]([O:46]CC)(=[O:45])[O:42]CC)[CH:10]=1)(=[O:8])[O:5]CC)C. The catalyst is Cl. The product is [C:16]1([P:33]([OH:37])(=[O:34])[OH:38])[C:15]2=[C:24]3[C:23]4[C:12]([CH:13]=[CH:14]2)=[C:11]([P:41]([OH:45])(=[O:42])[OH:46])[CH:10]=[C:9]([P:4]([OH:8])(=[O:3])[OH:5])[C:22]=4[CH:21]=[CH:20][C:19]3=[C:18]([P:25]([OH:30])(=[O:26])[OH:29])[CH:17]=1. The yield is 1.00. (4) The reactants are C1(P(=O)(C2C=CC=CC=2)C2C=CC=CC=2)C=CC=CC=1.FC(F)(F)S(OS(C(F)(F)F)(=O)=O)(=O)=O.C([S:43][CH:44]([C:69]#[N:70])[CH2:45][NH:46][C:47]([C:49]1[NH:50][C:51]2[C:56]([CH:57]=1)=[C:55]([CH3:58])[CH:54]=[CH:53][C:52]=2[N:59]([CH3:68])[S:60]([C:63]1[S:64][CH:65]=[CH:66][CH:67]=1)(=[O:62])=[O:61])=O)C1C=CC=CC=1.CSC.C(=O)([O-])O.[Na+]. The catalyst is C(#N)C. The product is [C:69]([CH:44]1[S:43][C:47]([C:49]2[NH:50][C:51]3[C:56]([CH:57]=2)=[C:55]([CH3:58])[CH:54]=[CH:53][C:52]=3[N:59]([CH3:68])[S:60]([C:63]2[S:64][CH:65]=[CH:66][CH:67]=2)(=[O:62])=[O:61])=[N:46][CH2:45]1)#[N:70]. The yield is 0.670. (5) The reactants are C(O[C:6]([N:8]([CH2:10][C:11]1[C:12]([F:35])=[C:13]([C:28]2[C:29]([F:34])=[N:30][CH:31]=[CH:32][CH:33]=2)[N:14]([S:16]([C:19]2[O:23][C:22]([C:24]([O:26][CH3:27])=[O:25])=[CH:21][CH:20]=2)(=[O:18])=[O:17])[CH:15]=1)C)=O)(C)(C)C.C(OCC)(=O)C.[ClH:42]. The catalyst is C(OCC)(=O)C.CC(O)C. The product is [ClH:42].[F:35][C:12]1[C:11]([CH2:10][NH:8][CH3:6])=[CH:15][N:14]([S:16]([C:19]2[O:23][C:22]([C:24]([O:26][CH3:27])=[O:25])=[CH:21][CH:20]=2)(=[O:17])=[O:18])[C:13]=1[C:28]1[C:29]([F:34])=[N:30][CH:31]=[CH:32][CH:33]=1. The yield is 0.780. (6) The reactants are C(Cl)CCl.CC1=CCCC(C)=CC[C@:13]2(C)[C:25](=[O:26])[C:24](O)=[C:23]([C@@H:28]([CH2:30][OH:31])C)[C@H:14]2[CH2:15][CH:16]=C(C)[C@@H](O)CC1.C(C(CCCCN)C(O)=O)(OC(C)(C)C)=O.CCN(C(C)C)C(C)C. The catalyst is CN(C1C=CN=CC=1)C.CN(C=O)C. The product is [O:26]1[C:25]2[C:24](=[CH:16][CH:15]=[CH:14][CH:13]=2)[CH:23]=[CH:28][C:30]1=[O:31]. The yield is 0.610.